From a dataset of Full USPTO retrosynthesis dataset with 1.9M reactions from patents (1976-2016). Predict the reactants needed to synthesize the given product. (1) Given the product [ClH:39].[C:1]1([C:7]2[CH:8]=[C:9]([S:13]([C:16]3[CH:17]=[C:18]4[C:22](=[CH:23][CH:24]=3)[N:21]([CH3:25])[C:20]3[CH2:26][CH:27]5[NH:31][CH:30]([C:19]4=3)[CH2:29][CH2:28]5)(=[O:14])=[O:15])[CH:10]=[CH:11][CH:12]=2)[CH:2]=[CH:3][CH:4]=[CH:5][CH:6]=1, predict the reactants needed to synthesize it. The reactants are: [C:1]1([C:7]2[CH:8]=[C:9]([S:13]([C:16]3[CH:24]=[CH:23][C:22]4[N:21]([CH3:25])[C:20]5[CH2:26][CH:27]6[NH:31][CH:30]([C:19]=5[C:18]=4[C:17]=3C(OCCCC)=O)[CH2:29][CH2:28]6)(=[O:15])=[O:14])[CH:10]=[CH:11][CH:12]=2)[CH:6]=[CH:5][CH:4]=[CH:3][CH:2]=1.[ClH:39]. (2) Given the product [Cl:1][C:2]1[N:10]=[C:9]2[C:5]([N:6]=[CH:7][N:8]2[C@@H:11]2[CH2:15][C@H:14]([N:16]3[CH:20]=[C:19]([CH2:21][OH:22])[CH:18]=[N:17]3)[CH:13]=[CH:12]2)=[C:4]([NH:24][C@H:25]2[CH2:29][CH2:28][CH2:27][C@@H:26]2[OH:30])[N:3]=1, predict the reactants needed to synthesize it. The reactants are: [Cl:1][C:2]1[N:10]=[C:9]2[C:5]([N:6]=[CH:7][N:8]2[C@@H:11]2[CH2:15][C@H:14]([N:16]3[CH:20]=[C:19]([CH2:21][OH:22])[CH:18]=[N:17]3)[CH:13]=[CH:12]2)=[C:4](Cl)[N:3]=1.[NH2:24][C@H:25]1[CH2:29][CH2:28][CH2:27][C@@H:26]1[OH:30].